From a dataset of Experimental lipophilicity measurements (octanol/water distribution) for 4,200 compounds from AstraZeneca. Regression/Classification. Given a drug SMILES string, predict its absorption, distribution, metabolism, or excretion properties. Task type varies by dataset: regression for continuous measurements (e.g., permeability, clearance, half-life) or binary classification for categorical outcomes (e.g., BBB penetration, CYP inhibition). For this dataset (lipophilicity_astrazeneca), we predict Y. (1) The Y is 3.27 logD. The drug is COc1ccccc1OCCNCC(O)COc1cccc2[nH]c3ccccc3c12. (2) The molecule is CC(C)OC(=O)N1CCC(Oc2ncnc3c2CCN3c2ccc(S(C)(=O)=O)cc2F)CC1. The Y is 3.40 logD. (3) The drug is Cc1ccc(NC(=O)c2cccc(C(F)(F)F)c2)cc1NC(=O)c1cccnc1. The Y is 3.11 logD. (4) The molecule is O=C1C2CCC(N2)C(=O)N1Cc1ccccc1. The Y is 2.21 logD. (5) The compound is Cc1cc(CN2Cc3ccccc3C2C(=O)Nc2cc(Cl)ccc2Cl)ccc1OCC(=O)O. The Y is 2.19 logD.